This data is from Peptide-MHC class II binding affinity with 134,281 pairs from IEDB. The task is: Regression. Given a peptide amino acid sequence and an MHC pseudo amino acid sequence, predict their binding affinity value. This is MHC class II binding data. (1) The peptide sequence is QAVLTATNFFGINTI. The MHC is HLA-DQA10501-DQB10301 with pseudo-sequence HLA-DQA10501-DQB10301. The binding affinity (normalized) is 0.362. (2) The peptide sequence is EKDYFAATQFEPLAA. The MHC is HLA-DPA10301-DPB10402 with pseudo-sequence HLA-DPA10301-DPB10402. The binding affinity (normalized) is 0.902. (3) The peptide sequence is ALRIIAGTPEVHAVK. The MHC is HLA-DQA10201-DQB10202 with pseudo-sequence HLA-DQA10201-DQB10202. The binding affinity (normalized) is 0.111. (4) The peptide sequence is ASEGAVDIINRWQVV. The MHC is DRB1_1001 with pseudo-sequence DRB1_1001. The binding affinity (normalized) is 0.490. (5) The peptide sequence is VHAQTVEDEARRMWA. The MHC is DRB1_1501 with pseudo-sequence DRB1_1501. The binding affinity (normalized) is 0.0396. (6) The peptide sequence is TKFKYLAGDYLSLAD. The MHC is DRB3_0101 with pseudo-sequence DRB3_0101. The binding affinity (normalized) is 0.462.